From a dataset of Forward reaction prediction with 1.9M reactions from USPTO patents (1976-2016). Predict the product of the given reaction. (1) Given the reactants P(Cl)(Cl)(Cl)=O.[F:6][C:7]1[CH:19]=[CH:18][C:10]([CH2:11][N:12]2[CH2:16][CH2:15][CH2:14][C:13]2=O)=[CH:9][CH:8]=1.[NH2:20][C:21]1[CH:28]=[CH:27][C:26]([Br:29])=[CH:25][C:22]=1[C:23]#[N:24].[OH-].[Na+], predict the reaction product. The product is: [Br:29][C:26]1[CH:27]=[CH:28][C:21]([N:20]=[C:13]2[CH2:14][CH2:15][CH2:16][N:12]2[CH2:11][C:10]2[CH:18]=[CH:19][C:7]([F:6])=[CH:8][CH:9]=2)=[C:22]([CH:25]=1)[C:23]#[N:24]. (2) Given the reactants [CH2:1]([NH:3][C:4]1[CH:9]=[C:8]([CH3:10])[NH:7][C:6](=[O:11])[C:5]=1[C:12]#[N:13])[CH3:2].[C:14](O[C:14]([O:16][C:17]([CH3:20])([CH3:19])[CH3:18])=[O:15])([O:16][C:17]([CH3:20])([CH3:19])[CH3:18])=[O:15].[BH4-].[Na+].NCCNCCN.C([O-])(O)=O.[Na+], predict the reaction product. The product is: [CH2:1]([NH:3][C:4]1[CH:9]=[C:8]([CH3:10])[NH:7][C:6](=[O:11])[C:5]=1[CH2:12][NH:13][C:14](=[O:15])[O:16][C:17]([CH3:20])([CH3:19])[CH3:18])[CH3:2]. (3) Given the reactants Br[C:2]1[S:3][C:4]2[CH2:5][N:6]([C:11]([O:13][C:14]([CH3:17])([CH3:16])[CH3:15])=[O:12])[CH2:7][CH2:8][C:9]=2[N:10]=1.CCN(C(C)C)C(C)C.[NH:27]1[CH2:32][CH2:31][O:30][CH2:29][CH2:28]1.C(OCC)(=O)C, predict the reaction product. The product is: [O:30]1[CH2:31][CH2:32][N:27]([C:2]2[S:3][C:4]3[CH2:5][N:6]([C:11]([O:13][C:14]([CH3:17])([CH3:16])[CH3:15])=[O:12])[CH2:7][CH2:8][C:9]=3[N:10]=2)[CH2:28][CH2:29]1. (4) Given the reactants [C:1]1(/[CH:7]=[CH:8]/[C:9]2[C:17]3[CH:16]=[CH:15][S:14][C:13]=3[CH:12]=[CH:11][CH:10]=2)[CH:6]=[CH:5][CH:4]=[CH:3][CH:2]=1.C(N(CC)CC)C.Cl.O, predict the reaction product. The product is: [C:1]1([CH2:7][CH2:8][C:9]2[C:17]3[CH:16]=[CH:15][S:14][C:13]=3[CH:12]=[CH:11][CH:10]=2)[CH:2]=[CH:3][CH:4]=[CH:5][CH:6]=1.